This data is from Reaction yield outcomes from USPTO patents with 853,638 reactions. The task is: Predict the reaction yield, written as a fraction of the theoretical maximum amount of product (1.0 means a 100% yield; for example, 0.34 means a 34% yield). (1) The reactants are [C:1]([O:4][C@H:5]1[C@H:10]([O:11][C:12](=[O:14])[CH3:13])[CH:9]=[C:8]([C:15]2[CH:20]=[CH:19][N:18]=[CH:17][C:16]=2[N+:21]([O-:23])=[O:22])[O:7][C@@H:6]1[CH2:24][OH:25])(=[O:3])[CH3:2].[S:26](Cl)([C:29]1[CH:35]=[CH:34][C:32]([CH3:33])=[CH:31][CH:30]=1)(=[O:28])=[O:27]. The catalyst is N1C=CC=CC=1. The product is [C:1]([O:4][C@H:5]1[C@H:10]([O:11][C:12](=[O:14])[CH3:13])[CH:9]=[C:8]([C:15]2[CH:20]=[CH:19][N:18]=[CH:17][C:16]=2[N+:21]([O-:23])=[O:22])[O:7][C@@H:6]1[CH2:24][O:25][S:26]([C:29]1[CH:35]=[CH:34][C:32]([CH3:33])=[CH:31][CH:30]=1)(=[O:28])=[O:27])(=[O:3])[CH3:2]. The yield is 0.730. (2) The reactants are [CH3:1][O:2][C:3]1[C:8]([N+:9]([O-:11])=[O:10])=[CH:7][CH:6]=[CH:5][C:4]=1B1OC(C)(C)C(C)(C)O1.Br[C:22]1[S:26][C:25]([C:27]([OH:29])=[O:28])=[CH:24][CH:23]=1.C(=O)([O-])[O-].[Na+].[Na+]. The catalyst is O1CCOCC1.O.C1C=CC([P]([Pd]([P](C2C=CC=CC=2)(C2C=CC=CC=2)C2C=CC=CC=2)([P](C2C=CC=CC=2)(C2C=CC=CC=2)C2C=CC=CC=2)[P](C2C=CC=CC=2)(C2C=CC=CC=2)C2C=CC=CC=2)(C2C=CC=CC=2)C2C=CC=CC=2)=CC=1. The product is [CH3:1][O:2][C:3]1[C:8]([N+:9]([O-:11])=[O:10])=[CH:7][CH:6]=[CH:5][C:4]=1[C:22]1[S:26][C:25]([C:27]([OH:29])=[O:28])=[CH:24][CH:23]=1. The yield is 0.770. (3) The catalyst is CO. The yield is 1.00. The product is [O:1]1[C:5]2[C:6]([C:10]([CH3:21])([CH3:20])[CH2:11][C:12](=[O:15])[C:16]([F:18])([F:19])[F:17])=[CH:7][CH:8]=[CH:9][C:4]=2[CH2:3][CH2:2]1. The reactants are [O:1]1[C:5]2[C:6]([C:10]([CH3:21])([CH3:20])[CH2:11][C:12]([C:16]([F:19])([F:18])[F:17])([OH:15])CO)=[CH:7][CH:8]=[CH:9][C:4]=2[CH2:3][CH2:2]1. (4) The reactants are [C:1]([O:5][C:6]([N:8]1[CH2:13][CH2:12][N:11]([C:14]2[CH:19]=[C:18]([CH2:20]Br)[C:17]([Br:22])=[CH:16][C:15]=2[N+:23]([O-:25])=[O:24])[CH2:10][CH2:9]1)=[O:7])([CH3:4])([CH3:3])[CH3:2].[F:26][C:27]([F:36])([F:35])[C:28]1[CH:33]=[CH:32][CH:31]=[CH:30][C:29]=1[OH:34].C(=O)([O-])[O-].[Cs+].[Cs+]. The catalyst is CN(C=O)C.C(OCC)(=O)C. The product is [C:1]([O:5][C:6]([N:8]1[CH2:9][CH2:10][N:11]([C:14]2[CH:19]=[C:18]([CH2:20][O:34][C:29]3[CH:30]=[CH:31][CH:32]=[CH:33][C:28]=3[C:27]([F:26])([F:35])[F:36])[C:17]([Br:22])=[CH:16][C:15]=2[N+:23]([O-:25])=[O:24])[CH2:12][CH2:13]1)=[O:7])([CH3:4])([CH3:2])[CH3:3]. The yield is 0.810. (5) The reactants are Br[CH:2]([CH2:8][CH2:9][CH2:10][CH2:11][CH3:12])[C:3]([O:5][CH2:6][CH3:7])=[O:4].[CH3:13][O:14][C:15]1[CH:20]=[CH:19][C:18]([SH:21])=[CH:17][CH:16]=1. No catalyst specified. The product is [CH2:6]([O:5][C:3](=[O:4])[CH:2]([S:21][C:18]1[CH:19]=[CH:20][C:15]([O:14][CH3:13])=[CH:16][CH:17]=1)[CH2:8][CH2:9][CH2:10][CH2:11][CH3:12])[CH3:7]. The yield is 0.980. (6) The reactants are [NH2:1][C@H:2]([C:7]([OH:9])=[O:8])[CH2:3][CH:4]([CH3:6])[CH3:5].[C:10]1([CH3:20])[CH:15]=[CH:14][C:13]([S:16]([OH:19])(=[O:18])=[O:17])=[CH:12][CH:11]=1.CC[CH2:23][CH2:24][CH2:25][CH2:26][CH3:27]. The catalyst is C1CCCCC1.C1(O)CCCC1. The product is [C:10]1([CH3:20])[CH:11]=[CH:12][C:13]([S:16]([OH:19])(=[O:17])=[O:18])=[CH:14][CH:15]=1.[CH:23]1([O:8][C:7](=[O:9])[C@@H:2]([NH2:1])[CH2:3][CH:4]([CH3:6])[CH3:5])[CH2:24][CH2:25][CH2:26][CH2:27]1. The yield is 0.850. (7) The reactants are [CH3:1][O:2][C:3]([C:5]1[CH:10]=[CH:9][C:8]([C:11]2[C:12]([CH3:56])([CH3:55])[C@H:13]3[C@:26]([CH3:29])([CH2:27][CH:28]=2)[C@@H:25]2[C@:16]([CH3:54])([C@@:17]4([CH3:53])[C@H:22]([CH2:23][CH2:24]2)[C@H:21]2[C@H:30]([C:33]([CH3:35])=[CH2:34])[CH2:31][CH2:32][C@:20]2([NH:36][CH2:37][CH2:38][N:39]2[CH2:44][C@@H:43]5[CH2:45][C@@H:41]([N:42]5C(OC(C)(C)C)=O)[CH2:40]2)[CH2:19][CH2:18]4)[CH2:15][CH2:14]3)=[CH:7][CH:6]=1)=[O:4].C(O)(C(F)(F)F)=O.Cl.CCOCC. The catalyst is C(Cl)Cl.ClCCCl. The product is [C@H:41]12[CH2:45][C@H:43]([NH:42]1)[CH2:44][N:39]([CH2:38][CH2:37][NH:36][C@:20]13[CH2:32][CH2:31][C@@H:30]([C:33]([CH3:35])=[CH2:34])[C@@H:21]1[C@@H:22]1[C@@:17]([CH3:53])([CH2:18][CH2:19]3)[C@@:16]3([CH3:54])[C@@H:25]([C@:26]4([CH3:29])[C@@H:13]([CH2:14][CH2:15]3)[C:12]([CH3:55])([CH3:56])[C:11]([C:8]3[CH:9]=[CH:10][C:5]([C:3]([O:2][CH3:1])=[O:4])=[CH:6][CH:7]=3)=[CH:28][CH2:27]4)[CH2:24][CH2:23]1)[CH2:40]2. The yield is 0.870. (8) The reactants are CS(O[CH2:6][C@H:7]1[CH2:18][CH2:17][C:16]2[S:15][C:14]3[N:13]=[CH:12][N:11]=[C:10]([O:19][CH:20]4[CH2:25][CH2:24][CH:23]([N:26]5[CH2:31][CH2:30][NH:29][C:28](=[O:32])[CH2:27]5)[CH2:22][CH2:21]4)[C:9]=3[C:8]1=2)(=O)=O.[C-:33]#[N:34].[Na+]. The catalyst is CS(C)=O.CN(C1C=CN=CC=1)C.C(Cl)Cl. The product is [O:32]=[C:28]1[NH:29][CH2:30][CH2:31][N:26]([CH:23]2[CH2:24][CH2:25][CH:20]([O:19][C:10]3[C:9]4[C:8]5[C@@H:7]([CH2:6][C:33]#[N:34])[CH2:18][CH2:17][C:16]=5[S:15][C:14]=4[N:13]=[CH:12][N:11]=3)[CH2:21][CH2:22]2)[CH2:27]1. The yield is 0.860. (9) The reactants are S(Cl)([Cl:3])=O.[Br:5][C:6]1[CH:7]=[C:8]([CH2:12]O)[CH:9]=[N:10][CH:11]=1. The catalyst is CCOCC. The product is [Br:5][C:6]1[CH:11]=[N:10][CH:9]=[C:8]([CH2:12][Cl:3])[CH:7]=1. The yield is 0.840.